This data is from Full USPTO retrosynthesis dataset with 1.9M reactions from patents (1976-2016). The task is: Predict the reactants needed to synthesize the given product. (1) Given the product [CH3:82][C:81]([NH:30][C:29]([C:26]1[CH:27]=[C:28]2[C:23](=[CH:24][CH:25]=1)[NH:22][N:21]=[C:20]2[C:15]1[CH:14]=[CH:13][C:12]2[C:17](=[CH:18][CH:19]=[C:10]([O:9][CH2:8][CH:4]3[CH2:5][CH2:6][CH2:7][N:3]3[CH2:1][CH3:2])[CH:11]=2)[CH:16]=1)=[O:55])([CH3:83])[CH2:84][CH3:85], predict the reactants needed to synthesize it. The reactants are: [CH2:1]([N:3]1[CH2:7][CH2:6][CH2:5][CH:4]1[CH2:8][O:9][C:10]1[CH:11]=[C:12]2[C:17](=[CH:18][CH:19]=1)[CH:16]=[C:15]([C:20]1[C:28]3[C:23](=[CH:24][CH:25]=[C:26]([C:29]#[N:30])[CH:27]=3)[N:22](C3CCCCO3)[N:21]=1)[CH:14]=[CH:13]2)[CH3:2].[OH-].[K+].F[P-](F)(F)(F)(F)F.N1([O:55]C(N(C)C)=[N+](C)C)C2C=CC=CC=2N=N1.O.ON1C2C=CC=CC=2N=N1.C(N(CC)CC)C.[C:81](N)([CH2:84][CH3:85])([CH3:83])[CH3:82]. (2) Given the product [CH2:1]([N:8]1[C:16]2[C:11](=[CH:12][CH:13]=[CH:14][CH:15]=2)[C:10]([O:17][C:18]2[N:23]=[C:22]([CH2:24][OH:25])[CH:21]=[CH:20][CH:19]=2)=[N:9]1)[C:2]1[CH:3]=[CH:4][CH:5]=[CH:6][CH:7]=1, predict the reactants needed to synthesize it. The reactants are: [CH2:1]([N:8]1[C:16]2[C:11](=[CH:12][CH:13]=[CH:14][CH:15]=2)[C:10]([O:17][C:18]2[N:23]=[C:22]([C:24](OC)=[O:25])[CH:21]=[CH:20][CH:19]=2)=[N:9]1)[C:2]1[CH:7]=[CH:6][CH:5]=[CH:4][CH:3]=1.[BH4-].[Na+].CO.